From a dataset of Catalyst prediction with 721,799 reactions and 888 catalyst types from USPTO. Predict which catalyst facilitates the given reaction. (1) The catalyst class is: 56. Product: [C:57]([O:56][C:55]([NH:54][CH:52]([CH3:53])[CH2:51][N:37]1[C:38]([C:45]([O:47][CH2:48][CH3:49])=[O:46])=[C:39]([C:40]([O:42][CH2:43][CH3:44])=[O:41])[C:35]([I:34])=[N:36]1)=[O:61])([CH3:60])([CH3:59])[CH3:58]. Reactant: C1C=CC(P(C2C=CC=CC=2)C2C=CC=CC=2)=CC=1.CC(OC(/N=N/C(OC(C)C)=O)=O)C.[I:34][C:35]1[C:39]([C:40]([O:42][CH2:43][CH3:44])=[O:41])=[C:38]([C:45]([O:47][CH2:48][CH3:49])=[O:46])[NH:37][N:36]=1.O[CH2:51][CH:52]([NH:54][C:55](=[O:61])[O:56][C:57]([CH3:60])([CH3:59])[CH3:58])[CH3:53]. (2) Reactant: C([Sn](CCCC)(CCCC)[C:6]1[N:7]=[CH:8][N:9]([C:11]([C:24]2[CH:29]=[CH:28][CH:27]=[CH:26][CH:25]=2)([C:18]2[CH:23]=[CH:22][CH:21]=[CH:20][CH:19]=2)[C:12]2[CH:17]=[CH:16][CH:15]=[CH:14][CH:13]=2)[CH:10]=1)CCC.[F:38][C:39]1[CH:40]=[CH:41][C:42]([C:45]2[N:49]=[C:48]([C:50]3[CH:55]=[C:54]([F:56])[CH:53]=[C:52](Br)[CH:51]=3)[O:47][N:46]=2)=[N:43][CH:44]=1. Product: [F:38][C:39]1[CH:40]=[CH:41][C:42]([C:45]2[N:49]=[C:48]([C:50]3[CH:51]=[C:52]([C:6]4[N:7]=[CH:8][N:9]([C:11]([C:12]5[CH:17]=[CH:16][CH:15]=[CH:14][CH:13]=5)([C:24]5[CH:25]=[CH:26][CH:27]=[CH:28][CH:29]=5)[C:18]5[CH:19]=[CH:20][CH:21]=[CH:22][CH:23]=5)[CH:10]=4)[CH:53]=[C:54]([F:56])[CH:55]=3)[O:47][N:46]=2)=[N:43][CH:44]=1. The catalyst class is: 7. (3) Reactant: [CH3:1][C:2]1[CH:3]=[CH:4][CH:5]=[C:6]2[C:11]=1[C:10]([CH2:12]O)=[CH:9][CH:8]=[CH:7]2.S(Cl)([Cl:16])=O. Product: [Cl:16][CH2:12][C:10]1[C:11]2[C:6](=[CH:5][CH:4]=[CH:3][C:2]=2[CH3:1])[CH:7]=[CH:8][CH:9]=1. The catalyst class is: 4. (4) Reactant: [H-].[Na+].Cl[CH2:4][CH2:5][S:6](Cl)(=[O:8])=[O:7].[CH3:10][C:11]1[CH:30]=[C:29]([C:31]([F:34])([F:33])[F:32])[CH:28]=[CH:27][C:12]=1[O:13][C:14]1[CH:19]=[CH:18][C:17]([C:20]2[C:21]([NH2:26])=[N:22][CH:23]=[CH:24][CH:25]=2)=[CH:16][CH:15]=1. Product: [CH3:10][C:11]1[CH:30]=[C:29]([C:31]([F:33])([F:32])[F:34])[CH:28]=[CH:27][C:12]=1[O:13][C:14]1[CH:15]=[CH:16][C:17]([C:20]2[C:21]3=[N:26][S:6](=[O:8])(=[O:7])[CH2:5][CH2:4][N:22]3[CH:23]=[CH:24][CH:25]=2)=[CH:18][CH:19]=1. The catalyst class is: 1. (5) Product: [Br:23][CH:2]([P:9](=[O:14])([O:12][CH3:13])[O:10][CH3:11])[C:3]1[CH:8]=[CH:7][CH:6]=[CH:5][CH:4]=1. Reactant: O[CH:2]([P:9](=[O:14])([O:12][CH3:13])[O:10][CH3:11])[C:3]1[CH:8]=[CH:7][CH:6]=[CH:5][CH:4]=1.N1C=CC=CC=1.S(Br)([Br:23])=O. The catalyst class is: 2. (6) Reactant: [O:1]=[C:2]1[N:6](/[CH:7]=[CH:8]/[C:9]([O:11][CH3:12])=[O:10])[N:5]=[N:4][NH:3]1.Br[CH2:14][C:15]1([CH3:19])[CH2:18][O:17][CH2:16]1.C([O-])([O-])=O.[K+].[K+]. Product: [CH3:14][C:15]1([CH2:19][N:3]2[C:2](=[O:1])[N:6](/[CH:7]=[CH:8]/[C:9]([O:11][CH3:12])=[O:10])[N:5]=[N:4]2)[CH2:18][O:17][CH2:16]1. The catalyst class is: 9. (7) Reactant: [CH:1]1([CH2:7][CH2:8][CH2:9][CH2:10][C:11]([OH:13])=O)[CH2:6][CH2:5][CH2:4][CH2:3][CH2:2]1.C(Cl)(=O)C([Cl:17])=O. Product: [CH:1]1([CH2:7][CH2:8][CH2:9][CH2:10][C:11]([Cl:17])=[O:13])[CH2:6][CH2:5][CH2:4][CH2:3][CH2:2]1. The catalyst class is: 204.